Dataset: Forward reaction prediction with 1.9M reactions from USPTO patents (1976-2016). Task: Predict the product of the given reaction. (1) Given the reactants [CH:1]([C:3]1[CH:8]=[C:7]([O:9][CH3:10])[CH:6]=[CH:5][C:4]=1[NH:11][CH:12]=O)=O.[NH2:14][C@H:15]([C:21]([OH:23])=[O:22])[CH2:16][CH2:17][C:18](=[O:20])[NH2:19].[BH4-].[Na+], predict the reaction product. The product is: [C:18]([CH2:17][CH2:16][CH:15]([N:14]1[CH2:1][C:3]2[C:4](=[CH:5][CH:6]=[C:7]([O:9][CH3:10])[CH:8]=2)[N:11]=[CH:12]1)[C:21]([OH:23])=[O:22])(=[O:20])[NH2:19]. (2) Given the reactants [CH:1]1([C:6]2([CH3:16])[C:11](=[O:12])[N:10]([CH3:13])[C:9](=[O:14])[NH:8][C:7]2=[O:15])[CH2:5][CH2:4][CH2:3][CH2:2]1.Br[CH2:18][C:19]([C:21]1[CH:26]=[CH:25][CH:24]=[C:23]([F:27])[CH:22]=1)=[O:20], predict the reaction product. The product is: [CH:1]1([C:6]2([CH3:16])[C:7](=[O:15])[N:8]([CH2:18][C:19]([C:21]3[CH:26]=[CH:25][CH:24]=[C:23]([F:27])[CH:22]=3)=[O:20])[C:9](=[O:14])[N:10]([CH3:13])[C:11]2=[O:12])[CH2:2][CH2:3][CH2:4][CH2:5]1.